From a dataset of Forward reaction prediction with 1.9M reactions from USPTO patents (1976-2016). Predict the product of the given reaction. (1) Given the reactants [Cl:1][C:2]1[C:3]([C:8]2[CH:9]=[C:10]3[C:14](=[C:15]([O:17][CH2:18][CH2:19][C:20]4[CH:25]=[CH:24][CH:23]=[CH:22][N:21]=4)[CH:16]=2)[N:13](C(OC(C)(C)C)=O)[N:12]=[C:11]3[NH:33][C:34]2[CH:38]=[CH:37][N:36]([CH3:39])[N:35]=2)=[N:4][CH:5]=[CH:6][CH:7]=1.Cl.C(=O)([O-])O.[Na+], predict the reaction product. The product is: [Cl:1][C:2]1[C:3]([C:8]2[CH:9]=[C:10]3[C:14](=[C:15]([O:17][CH2:18][CH2:19][C:20]4[CH:25]=[CH:24][CH:23]=[CH:22][N:21]=4)[CH:16]=2)[NH:13][N:12]=[C:11]3[NH:33][C:34]2[CH:38]=[CH:37][N:36]([CH3:39])[N:35]=2)=[N:4][CH:5]=[CH:6][CH:7]=1. (2) Given the reactants C([O:5][C:6](=[O:21])[CH:7]=[CH:8][C:9]1[S:10][CH:11]=[C:12]([C:14]2[CH:19]=[CH:18][C:17]([F:20])=[CH:16][CH:15]=2)[N:13]=1)(C)(C)C, predict the reaction product. The product is: [F:20][C:17]1[CH:16]=[CH:15][C:14]([C:12]2[N:13]=[C:9]([CH:8]=[CH:7][C:6]([OH:21])=[O:5])[S:10][CH:11]=2)=[CH:19][CH:18]=1. (3) Given the reactants [C:1]([C:3]1[C:4]([N:15]2[CH2:20][CH2:19][NH:18][CH2:17][CH2:16]2)=[N:5][C:6]([CH3:14])=[C:7]([CH:13]=1)[C:8]([O:10][CH2:11][CH3:12])=[O:9])#[N:2].[C:21]1([S:27]([N:30]=[C:31]=[O:32])(=[O:29])=[O:28])[CH:26]=[CH:25][CH:24]=[CH:23][CH:22]=1.C1(C)C=CC=CC=1, predict the reaction product. The product is: [C:1]([C:3]1[C:4]([N:15]2[CH2:20][CH2:19][N:18]([C:31]([NH:30][S:27]([C:21]3[CH:22]=[CH:23][CH:24]=[CH:25][CH:26]=3)(=[O:29])=[O:28])=[O:32])[CH2:17][CH2:16]2)=[N:5][C:6]([CH3:14])=[C:7]([CH:13]=1)[C:8]([O:10][CH2:11][CH3:12])=[O:9])#[N:2]. (4) Given the reactants [Cl:1][C:2]1[C:3]([NH:22][C:23](=[O:31])[CH2:24][CH:25]2[CH2:30][CH2:29][CH2:28][CH2:27][CH2:26]2)=[C:4]2[C:9](=[CH:10][CH:11]=1)[N:8]=[C:7]([N:12]1[CH2:16][CH2:15][C@H:14](OS(C)(=O)=O)[CH2:13]1)[CH:6]=[CH:5]2.[CH2:32]([CH2:34][NH2:35])[OH:33], predict the reaction product. The product is: [Cl:1][C:2]1[C:3]([NH:22][C:23](=[O:31])[CH2:24][CH:25]2[CH2:26][CH2:27][CH2:28][CH2:29][CH2:30]2)=[C:4]2[C:9](=[CH:10][CH:11]=1)[N:8]=[C:7]([N:12]1[CH2:16][CH2:15][C@@H:14]([NH:35][CH2:34][CH2:32][OH:33])[CH2:13]1)[CH:6]=[CH:5]2. (5) The product is: [O:21]1[C:20]2[CH:24]=[CH:25][C:17]([CH:15]([N:11]3[CH2:10][CH2:9][N:8]([C:1]([O:3][C:4]([CH3:7])([CH3:6])[CH3:5])=[O:2])[CH2:13][CH2:12]3)[CH3:16])=[CH:18][C:19]=2[O:23][CH2:22]1. Given the reactants [C:1]([N:8]1[CH2:13][CH2:12][NH:11][CH2:10][CH2:9]1)([O:3][C:4]([CH3:7])([CH3:6])[CH3:5])=[O:2].Cl[CH:15]([C:17]1[CH:25]=[CH:24][C:20]2[O:21][CH2:22][O:23][C:19]=2[CH:18]=1)[CH3:16].CCN(C(C)C)C(C)C, predict the reaction product.